The task is: Binary Classification. Given a miRNA mature sequence and a target amino acid sequence, predict their likelihood of interaction.. This data is from Experimentally validated miRNA-target interactions with 360,000+ pairs, plus equal number of negative samples. (1) The miRNA is mmu-miR-146a-3p with sequence CCUGUGAAAUUCAGUUCUUCAG. The protein sequence of the target gene is MTGKSVKDVDRYQAVLANLLLEEDNKFCADCQSKGPRWASWNIGVFICIRCAGIHRNLGVHISRVKSVNLDQWTQEQIQCMQEMGNGKANRLYEAYLPETFRRPQIDPAVEGFIRDKYEKKKYMDRSLDINVLRKEKDDKWKRGNEPAPEKKMEPVVFEKVKMPQKKEDAQLPRKSSPKSAAPVMDLLGLDAPVACSIANSKTSNALEKDLDLLASVPSPSSVSRKAVGSMPTAGSAGSVPENLNLFPEPGSKSEETGKKQLSKDSILSLYGSQTPQMPAQAMFMAPAQMAYPTAYPSFP.... Result: 0 (no interaction). (2) The miRNA is hsa-miR-4304 with sequence CCGGCAUGUCCAGGGCA. The protein sequence of the target gene is MGAVTDDEVIRKRLLIDGDGAGDDRRINLLVKSFIKWCNSGSQEEGYSQYQRMLSTLSQCEFSMGKTLLVYDMNLREMENYEKIYKEIECSIAGAHEKIAECKKQILQAKRIRKNRQEYDALAKVIQHHPDRHETLKELEALGKELEHLSHIKESVEDKLELRRKQFHVLLSTIHELQQTLENDEKLSEVEEAQEASMETDPKP. Result: 0 (no interaction). (3) The miRNA is hsa-miR-31-5p with sequence AGGCAAGAUGCUGGCAUAGCU. The protein sequence of the target gene is MKAMAAEEEVDSADAGGGSGWLTGWLPTWCPTSTSHLKEAEEKMLKCVPCTYKKEPVRISNGNRIWTLMFSHNISSKTPLVLLHGFGGGLGLWALNFEDLSTDRPVYAFDLLGFGRSSRPRFDSDAEEVENQFVESIEEWRCALRLDKMILLGHNLGGFLAAAYSLKYPSRVSHLILVEPWGFPERPDLADQERPIPVWIRALGAALTPFNPLAGLRIAGPFGLSLVQRLRPDFKRKYSSMFEDDTVTEYIYHCNVQTPSGETAFKNMTIPYGWAKRPMLQRIGGLHPDIPVSVIFGARS.... Result: 0 (no interaction). (4) The miRNA is hsa-miR-3659 with sequence UGAGUGUUGUCUACGAGGGCA. The protein sequence of the target gene is MTLARFVLALMLGALPEVVGFDSVLNDSLHHSHRHSPPAGPHYPYYLPTQQRPPRTRPPPPLPRFPRPPRALPAQRPHALQAGHTPRPHPWGCPAGEPWVSVTDFGAPCLRWAEVPPFLERSPPASWAQLRGQRHNFCRSPDGAGRPWCFYGDARGKVDWGYCDCRHGSVRLRGGKNEFEGTVEVYASGVWGTVCSSHWDDSDASVICHQLQLGGKGIAKQTPFSGLGLIPIYWSNVRCRGDEENILLCEKDIWQGGVCPQKMAAAVTCSFSHGPTFPIIRLAGGSSVHEGRVELYHAGQ.... Result: 1 (interaction). (5) The miRNA is hsa-miR-603 with sequence CACACACUGCAAUUACUUUUGC. The protein sequence of the target gene is MAHGPGALMLKCVVVGDGAVGKTCLLMSYANDAFPEEYVPTVFDHYAVSVTVGGKQYLLGLYDTAGQEDYDRLRPLSYPMTDVFLICFSVVNPASFQNVKEEWVPELKEYAPNVPFLLIGTQIDLRDDPKTLARLNDMKEKPICVEQGQKLAKEIGACCYVECSALTQKGLKTVFDEAIIAILTPKKHTVKKRIGSRCINCCLIT. Result: 1 (interaction). (6) The miRNA is hsa-miR-1273c with sequence GGCGACAAAACGAGACCCUGUC. The protein sequence of the target gene is MSLFPSLPLLLLSMVAASYSETVTCEDAQKTCPAVIACSSPGINGFPGKDGRDGTKGEKGEPGQGLRGLQGPPGKLGPPGNPGPSGSPGPKGQKGDPGKSPDGDSSLAASERKALQTEMARIKKWLTFSLGKQVGNKFFLTNGEIMTFEKVKALCVKFQASVATPRNAAENGAIQNLIKEEAFLGITDEKTEGQFVDLTGNRLTYTNWNEGEPNNAGSDEDCVLLLKNGQWNDVPCSTSHLAVCEFPI. Result: 1 (interaction). (7) The miRNA is hsa-miR-4282 with sequence UAAAAUUUGCAUCCAGGA. The protein sequence of the target gene is MVGEMETKEKPKPTPDYLMQLMNDKKLMSSLPNFCGIFNHLERLLDEEISRVRKDMYNDTLNGSTEKRSAELPDAVGPIVQLQEKLYVPVKEYPDFNFVGRILGPRGLTAKQLEAETGCKIMVRGKGSMRDKKKEEQNRGKPNWEHLNEDLHVLITVEDAQNRAEIKLKRAVEEVKKLLVPAAEGEDSLKKMQLMELAILNGTYRDANIKSPALAFSLAATAQAAPRIITGPAPVLPPAALRTPTPAGPTIMPLIRQIQTAVMPNGTPHPTAAIVPPGPEAGLIYTPYEYPYTLAPATSI.... Result: 1 (interaction).